From a dataset of Forward reaction prediction with 1.9M reactions from USPTO patents (1976-2016). Predict the product of the given reaction. (1) Given the reactants [C:1]([N:4]1[C:13]2[C:8](=[CH:9][CH:10]=[C:11]([C:14]3[S:15][C:16](Cl)=[C:17]([C:19]([O:21][CH2:22][CH3:23])=[O:20])[N:18]=3)[CH:12]=2)[CH2:7][CH2:6][CH2:5]1)(=[O:3])[CH3:2].[CH3:25][O:26][C:27]1[CH:32]=[CH:31][C:30](B(O)O)=[CH:29][CH:28]=1.[Cl-].[Li+].C(=O)([O-])[O-].[Cs+].[Cs+], predict the reaction product. The product is: [C:1]([N:4]1[C:13]2[C:8](=[CH:9][CH:10]=[C:11]([C:14]3[S:15][C:16]([C:30]4[CH:31]=[CH:32][C:27]([O:26][CH3:25])=[CH:28][CH:29]=4)=[C:17]([C:19]([O:21][CH2:22][CH3:23])=[O:20])[N:18]=3)[CH:12]=2)[CH2:7][CH2:6][CH2:5]1)(=[O:3])[CH3:2]. (2) Given the reactants Br[CH2:2][CH2:3][CH:4]([C:8]1[S:9][C:10]2[CH:17]=[C:16]([C:18]([F:21])([F:20])[F:19])[CH:15]=[CH:14][C:11]=2[C:12]=1[CH3:13])[CH2:5][CH2:6][CH3:7].C(=O)([O-])[O-].[Cs+].[Cs+].[SH:28][C:29]1[CH:34]=[CH:33][C:32]([O:35][CH2:36][C:37]([O:39][CH2:40][CH3:41])=[O:38])=[C:31]([CH3:42])[CH:30]=1, predict the reaction product. The product is: [CH3:42][C:31]1[CH:30]=[C:29]([S:28][CH2:2][CH2:3][CH:4]([C:8]2[S:9][C:10]3[CH:17]=[C:16]([C:18]([F:21])([F:20])[F:19])[CH:15]=[CH:14][C:11]=3[C:12]=2[CH3:13])[CH2:5][CH2:6][CH3:7])[CH:34]=[CH:33][C:32]=1[O:35][CH2:36][C:37]([O:39][CH2:40][CH3:41])=[O:38]. (3) Given the reactants [C:1]([C:5]1[O:9][N:8]=[C:7]([NH:10][C:11]([CH:13]2[O:18][CH2:17][CH2:16][NH:15][CH2:14]2)=[O:12])[CH:6]=1)([CH3:4])([CH3:3])[CH3:2].Cl.Br[C:21]1[CH:26]=[CH:25][C:24]([C:27]([F:30])([F:29])[F:28])=[CH:23][N:22]=1.C(N(CC)CC)C, predict the reaction product. The product is: [C:1]([C:5]1[O:9][N:8]=[C:7]([NH:10][C:11]([CH:13]2[O:18][CH2:17][CH2:16][N:15]([C:21]3[CH:26]=[CH:25][C:24]([C:27]([F:30])([F:29])[F:28])=[CH:23][N:22]=3)[CH2:14]2)=[O:12])[CH:6]=1)([CH3:4])([CH3:2])[CH3:3].